This data is from Reaction yield outcomes from USPTO patents with 853,638 reactions. The task is: Predict the reaction yield, written as a fraction of the theoretical maximum amount of product (1.0 means a 100% yield; for example, 0.34 means a 34% yield). (1) The reactants are Cl[CH2:2][C:3]1[C:8]([F:9])=[CH:7][C:6]([C:10]2[CH:15]=[C:14]([O:16][CH3:17])[CH:13]=[CH:12][C:11]=2[F:18])=[C:5]([C@H:19]2[CH2:23][CH2:22][CH2:21][C:20]2([CH3:25])[CH3:24])[CH:4]=1.ClCC1C(F)=CC(C2C=C([O:41]C)C=CC=2F)=C([C@@H]2CCCC2(C)C)C=1.CN(C=O)C.S(Cl)(Cl)=O. The catalyst is C(Cl)Cl. The product is [CH3:24][C:20]1([CH3:25])[CH2:21][CH2:22][CH2:23][CH:19]1[C:5]1[CH:4]=[C:3]([CH2:2][OH:41])[C:8]([F:9])=[CH:7][C:6]=1[C:10]1[CH:15]=[C:14]([O:16][CH3:17])[CH:13]=[CH:12][C:11]=1[F:18]. The yield is 0.970. (2) The reactants are Br[C:2]1[CH:7]=[CH:6][C:5]([C:8]2[C:9]3[C:14]([C:15]([C:22]4[CH:27]=[CH:26][CH:25]=[CH:24][CH:23]=4)=[C:16]4[C:21]=2[CH:20]=[CH:19][CH:18]=[CH:17]4)=[CH:13][CH:12]=[CH:11][CH:10]=3)=[CH:4][CH:3]=1.[CH:28]1[C:44]2[C:43]3[C:42]4[C:41]5[CH:45]=[CH:46][CH:47]=[CH:48][C:40]=5[CH:39]=[CH:38][C:37]=4[NH:36][C:35]=3[CH:34]=[CH:33][C:32]=2[CH:31]=[CH:30][CH:29]=1.CC(C)([O-])C.[Na+].C(P(C(C)(C)C)C(C)(C)C)(C)(C)C. The catalyst is C1C=CC(/C=C/C(/C=C/C2C=CC=CC=2)=O)=CC=1.C1C=CC(/C=C/C(/C=C/C2C=CC=CC=2)=O)=CC=1.[Pd].CCCCCC.C1(C)C=CC=CC=1. The product is [C:14]1([C:15]2[C:16]3[C:21](=[CH:20][CH:19]=[CH:18][CH:17]=3)[C:8]([C:5]3[CH:4]=[CH:3][C:2]([N:36]4[C:37]5[CH:38]=[CH:39][C:40]6[CH:48]=[CH:47][CH:46]=[CH:45][C:41]=6[C:42]=5[C:43]5[C:44]6[CH:28]=[CH:29][CH:30]=[CH:31][C:32]=6[CH:33]=[CH:34][C:35]4=5)=[CH:7][CH:6]=3)=[C:27]3[C:22]=2[CH:23]=[CH:24][CH:25]=[CH:26]3)[CH:13]=[CH:12][CH:11]=[CH:10][CH:9]=1. The yield is 0.700. (3) The reactants are [N+:1]([CH:4]=[CH:5][C:6]1C=CC=[CH:8][CH:7]=1)([O-:3])=[O:2].Cl.CO[NH2:15].[C:16](=[O:19])([O-])O.[Na+].C(OCC)(=O)C. The catalyst is O1CCCC1.O. The product is [N+:1]([CH2:4][CH:5]([NH2:15])[C:6]1[O:19][CH:16]=[CH:8][CH:7]=1)([O-:3])=[O:2]. The yield is 0.950. (4) The reactants are [CH3:1][C:2]1[CH:3]=[C:4]([CH:26]=[CH:27][C:28]=1[OH:29])[NH:5][C:6]1[C:15]2[C:10](=[CH:11][C:12]([O:24][CH3:25])=[CH:13][C:14]=2[O:16][CH:17]2[CH2:22][CH2:21][N:20]([CH3:23])[CH2:19][CH2:18]2)[N:9]=[CH:8][N:7]=1.[F:30][C:31]1[CH:32]=[C:33]([CH:36]=[CH:37][CH:38]=1)[CH2:34]Cl. No catalyst specified. The product is [F:30][C:31]1[CH:32]=[C:33]([CH:36]=[CH:37][CH:38]=1)[CH2:34][O:29][C:28]1[CH:27]=[CH:26][C:4]([NH:5][C:6]2[C:15]3[C:10](=[CH:11][C:12]([O:24][CH3:25])=[CH:13][C:14]=3[O:16][CH:17]3[CH2:22][CH2:21][N:20]([CH3:23])[CH2:19][CH2:18]3)[N:9]=[CH:8][N:7]=2)=[CH:3][C:2]=1[CH3:1]. The yield is 0.570. (5) The reactants are [H-].[Na+].[N+:3]([C:6]1[CH:11]=[CH:10][C:9]([OH:12])=[CH:8][CH:7]=1)([O-:5])=[O:4].Cl[CH2:14][C:15]1[CH:24]=[CH:23][C:22]2[C:17](=[CH:18][CH:19]=[CH:20][CH:21]=2)[N:16]=1. The catalyst is CN(C=O)C. The product is [N+:3]([C:6]1[CH:11]=[CH:10][C:9]([O:12][CH2:14][C:15]2[CH:24]=[CH:23][C:22]3[C:17](=[CH:18][CH:19]=[CH:20][CH:21]=3)[N:16]=2)=[CH:8][CH:7]=1)([O-:5])=[O:4]. The yield is 0.750. (6) The yield is 0.370. The reactants are [CH2:1]([O:3][C:4]([C:6]1[CH:7]=[C:8]2[C:13](=[CH:14][CH:15]=1)[NH:12][CH:11]([C:16]1[CH:21]=[C:20]([F:22])[CH:19]=[C:18](Br)[CH:17]=1)[C:10]([CH3:25])([CH3:24])[CH2:9]2)=[O:5])[CH3:2].[C:26]([C:30]1[CH:35]=[CH:34][C:33](B(O)O)=[CH:32][CH:31]=1)([CH3:29])([CH3:28])[CH3:27].C(=O)([O-])[O-].[Na+].[Na+].C(OCC)(=O)C. The product is [CH2:1]([O:3][C:4]([C:6]1[CH:7]=[C:8]2[C:13](=[CH:14][CH:15]=1)[NH:12][CH:11]([C:16]1[CH:17]=[C:18]([C:33]3[CH:34]=[CH:35][C:30]([C:26]([CH3:29])([CH3:28])[CH3:27])=[CH:31][CH:32]=3)[CH:19]=[C:20]([F:22])[CH:21]=1)[C:10]([CH3:25])([CH3:24])[CH2:9]2)=[O:5])[CH3:2]. The catalyst is O1CCOCC1.C1C=CC(P(C2C=CC=CC=2)C2C=CC=CC=2)=CC=1.C1C=CC(P(C2C=CC=CC=2)C2C=CC=CC=2)=CC=1.Cl[Pd]Cl. (7) The reactants are [C:1]([O:4][C@@H:5]1[C@@H:42]([O:43]C(=O)C)[C@H:41]([O:47]C(=O)C)[C@@H:40]([CH2:51][O:52]C(=O)C)[O:39][C@H:6]1[O:7][C:8]1[C:12]([CH2:13][C:14]2[CH:19]=[CH:18][C:17](/[CH:20]=[CH:21]/[CH2:22][CH2:23][N:24]3[CH2:29][CH2:28][CH2:27][C:26]4([CH2:34][CH2:33][NH:32][CH2:31][CH2:30]4)[CH2:25]3)=[CH:16][C:15]=2[CH3:35])=[C:11]([CH:36]([CH3:38])[CH3:37])[NH:10][N:9]=1)(=[O:3])[CH3:2].CO.C(=O)([O-])[O-].[K+].[K+].C(O)(=O)C. The catalyst is C(OCC)(=O)C.O.O1CCCC1. The product is [C:1]([OH:4])(=[O:3])[CH3:2].[O:7]([C:8]1[C:12]([CH2:13][C:14]2[CH:19]=[CH:18][C:17](/[CH:20]=[CH:21]/[CH2:22][CH2:23][N:24]3[CH2:29][CH2:28][CH2:27][C:26]4([CH2:30][CH2:31][NH:32][CH2:33][CH2:34]4)[CH2:25]3)=[CH:16][C:15]=2[CH3:35])=[C:11]([CH:36]([CH3:38])[CH3:37])[NH:10][N:9]=1)[C@@H:6]1[O:39][C@H:40]([CH2:51][OH:52])[C@@H:41]([OH:47])[C@H:42]([OH:43])[C@H:5]1[OH:4]. The yield is 0.680.